This data is from Reaction yield outcomes from USPTO patents with 853,638 reactions. The task is: Predict the reaction yield, written as a fraction of the theoretical maximum amount of product (1.0 means a 100% yield; for example, 0.34 means a 34% yield). (1) The product is [Cl:27][C:24]1[CH:23]=[CH:22][C:21]([CH:17]([NH:16][C:9](=[O:10])[O:11][C:12]([CH3:13])([CH3:14])[CH3:15])[CH2:18][CH2:19][OH:20])=[CH:26][CH:25]=1. The catalyst is C(Cl)Cl. The reactants are [C:9](O[C:9]([O:11][C:12]([CH3:15])([CH3:14])[CH3:13])=[O:10])([O:11][C:12]([CH3:15])([CH3:14])[CH3:13])=[O:10].[NH2:16][CH:17]([C:21]1[CH:26]=[CH:25][C:24]([Cl:27])=[CH:23][CH:22]=1)[CH2:18][CH2:19][OH:20]. The yield is 0.990. (2) The reactants are [F:1][C:2]1[CH:3]=[C:4]([C:30]2[C:31]([C:36]#[N:37])=[CH:32][CH:33]=[CH:34][CH:35]=2)[CH:5]=[CH:6][C:7]=1[CH2:8][C:9]1[C:10](=[O:29])[N:11]([C@H:22]2[CH2:27][CH2:26][C@H:25]([OH:28])[CH2:24][CH2:23]2)[C:12]2[N:13]([N:18]=[C:19]([CH3:21])[N:20]=2)[C:14]=1[CH2:15][CH2:16][CH3:17].C([O:40]C(=O)C(C)C[N+]#N)C.[C:48]1([CH3:54])[CH:53]=CC=[CH:50][CH:49]=1. The catalyst is C([O-])(=O)C.[Rh+]. The product is [F:1][C:2]1[CH:3]=[C:4]([C:30]2[C:31]([C:36]#[N:37])=[CH:32][CH:33]=[CH:34][CH:35]=2)[CH:5]=[CH:6][C:7]=1[CH2:8][C:9]1[C:10](=[O:29])[N:11]([C@H:22]2[CH2:23][CH2:24][C@H:25]([O:28][CH:49]([CH3:50])[C:48]([OH:40])([CH3:54])[CH3:53])[CH2:26][CH2:27]2)[C:12]2[N:13]([N:18]=[C:19]([CH3:21])[N:20]=2)[C:14]=1[CH2:15][CH2:16][CH3:17]. The yield is 0.500. (3) The reactants are [CH:1]([C:4]1[CH:8]=[C:7]([NH2:9])[O:6][N:5]=1)([CH3:3])[CH3:2].C(=O)([O-])[O-].[K+].[K+].Cl[C:17]([O:19][C:20]1[CH:25]=[CH:24][CH:23]=[CH:22][CH:21]=1)=[O:18]. The catalyst is O1CCCC1. The product is [CH:1]([C:4]1[CH:8]=[C:7]([NH:9][C:17](=[O:18])[O:19][C:20]2[CH:25]=[CH:24][CH:23]=[CH:22][CH:21]=2)[O:6][N:5]=1)([CH3:3])[CH3:2]. The yield is 0.680. (4) The product is [CH3:1][C:2]1[C:3]([C:17]([OH:19])=[O:18])=[CH:4][NH:5][C:6]=1[C:7]1[CH:12]=[CH:11][CH:10]=[CH:9][C:8]=1[C:13]([F:14])([F:15])[F:16]. The yield is 0.830. The reactants are [CH3:1][C:2]1[C:3]([C:17]([O:19]C)=[O:18])=[CH:4][NH:5][C:6]=1[C:7]1[CH:12]=[CH:11][CH:10]=[CH:9][C:8]=1[C:13]([F:16])([F:15])[F:14].[OH-].[Na+].C(O)=O. The catalyst is CO. (5) The reactants are [CH2:1]([C:3]1[N:4]([C:28]2[CH:33]=[CH:32][C:31]([OH:34])=[CH:30][CH:29]=2)[C:5](=[O:27])[C:6]([CH2:12][C:13]2[CH:18]=[CH:17][C:16]([C:19]3[C:20]([C:25]#[N:26])=[CH:21][CH:22]=[CH:23][CH:24]=3)=[CH:15][CH:14]=2)=[C:7]([CH2:9][CH2:10][CH3:11])[N:8]=1)[CH3:2].[CH3:35][C:36]1([CH3:43])[CH2:41][CH:40](O)[CH2:39][CH2:38][O:37]1.C1(P(C2C=CC=CC=2)C2C=CC=CC=2)C=CC=CC=1.[N:64]([C:65]([O:67]C(C)C)=[O:66])=[N:64][C:65]([O:67]C(C)C)=[O:66]. The catalyst is O1CCCC1.O. The product is [CH3:35][C:36]1([CH3:43])[CH2:41][CH:40]([O:34][C:31]2[CH:32]=[CH:33][C:28]([N:4]3[C:5](=[O:27])[C:6]([CH2:12][C:13]4[CH:18]=[CH:17][C:16]([C:19]5[CH:24]=[CH:23][CH:22]=[CH:21][C:20]=5[C:25]5[NH:64][C:65](=[O:66])[O:67][N:26]=5)=[CH:15][CH:14]=4)=[C:7]([CH2:9][CH2:10][CH3:11])[N:8]=[C:3]3[CH2:1][CH3:2])=[CH:29][CH:30]=2)[CH2:39][CH2:38][O:37]1. The yield is 0.410.